Dataset: Catalyst prediction with 721,799 reactions and 888 catalyst types from USPTO. Task: Predict which catalyst facilitates the given reaction. (1) Product: [NH2:16][C:17]1[CH:22]=[C:21]([Cl:23])[CH:20]=[CH:19][C:18]=1[S:24][CH2:2][C:3]1[NH:4][C:5]([NH:8][C:9](=[O:15])[O:10][C:11]([CH3:14])([CH3:13])[CH3:12])=[N:6][N:7]=1. The catalyst class is: 2. Reactant: O[CH2:2][C:3]1[NH:4][C:5]([NH:8][C:9](=[O:15])[O:10][C:11]([CH3:14])([CH3:13])[CH3:12])=[N:6][N:7]=1.[NH2:16][C:17]1[CH:22]=[C:21]([Cl:23])[CH:20]=[CH:19][C:18]=1[SH:24].C1C=CC(P(C2C=CC=CC=2)C2C=CC=CC=2)=CC=1.CC(OC(/N=N/C(OC(C)(C)C)=O)=O)(C)C. (2) Reactant: [F:1][C:2]1[CH:7]=[CH:6][C:5]([C@:8]([C:17]2[CH:22]=[C:21]([O:23][C:24]([F:29])([F:28])[CH:25]([F:27])[F:26])[CH:20]=[C:19]([F:30])[CH:18]=2)([NH2:16])[CH2:9][C:10]2[CH:15]=[CH:14][CH:13]=[CH:12][CH:11]=2)=[CH:4][C:3]=1[O:31][CH:32]([CH3:34])[CH3:33].[F:35][C:36]([F:47])([F:46])[C:37]([C:42]([F:45])([F:44])[F:43])=[CH:38][C:39](O)=[O:40]. Product: [F:35][C:36]([F:46])([F:47])[C:37]([C:42]([F:43])([F:44])[F:45])=[CH:38][C:39]([NH:16][C@:8]([C:5]1[CH:6]=[CH:7][C:2]([F:1])=[C:3]([O:31][CH:32]([CH3:34])[CH3:33])[CH:4]=1)([C:17]1[CH:22]=[C:21]([O:23][C:24]([F:28])([F:29])[CH:25]([F:27])[F:26])[CH:20]=[C:19]([F:30])[CH:18]=1)[CH2:9][C:10]1[CH:11]=[CH:12][CH:13]=[CH:14][CH:15]=1)=[O:40]. The catalyst class is: 10. (3) Reactant: [CH3:1][O:2][CH2:3][C:4]1[N:5]=[CH:6][C:7]([C:10]([O:12]C)=[O:11])=[N:8][CH:9]=1.O.O.[OH-].[Li+]. Product: [CH3:1][O:2][CH2:3][C:4]1[N:5]=[CH:6][C:7]([C:10]([OH:12])=[O:11])=[N:8][CH:9]=1. The catalyst class is: 12. (4) Reactant: [OH-].[Na+].[C:3]([C:5]1[CH:6]=[C:7]([C:15]2[O:19][N:18]=[C:17]([C:20]3[C:21]([O:34][CH3:35])=[C:22]([CH2:26][CH2:27][CH2:28][C:29]([O:31]CC)=[O:30])[CH:23]=[CH:24][CH:25]=3)[N:16]=2)[CH:8]=[CH:9][C:10]=1[O:11][CH:12]([CH3:14])[CH3:13])#[N:4].Cl. Product: [C:3]([C:5]1[CH:6]=[C:7]([C:15]2[O:19][N:18]=[C:17]([C:20]3[C:21]([O:34][CH3:35])=[C:22]([CH2:26][CH2:27][CH2:28][C:29]([OH:31])=[O:30])[CH:23]=[CH:24][CH:25]=3)[N:16]=2)[CH:8]=[CH:9][C:10]=1[O:11][CH:12]([CH3:14])[CH3:13])#[N:4]. The catalyst class is: 378. (5) Reactant: CC(C)=[O:3].OS(O)(=O)=O.O=[Cr](=O)=O.OS(O)(=O)=O.O.[OH:20][CH2:21][CH2:22][C@@H:23]([C:41]1[CH:46]=[CH:45][C:44]([Cl:47])=[C:43]([Cl:48])[CH:42]=1)[CH2:24][N:25]1[CH2:32][C@@H:31]([CH3:33])[CH2:30][O:29][C:28]2[C:34]([C:38]#[N:39])=[CH:35][CH:36]=[CH:37][C:27]=2[C:26]1=[O:40]. Product: [C:21]([CH2:22][C@@H:23]([C:41]1[CH:46]=[CH:45][C:44]([Cl:47])=[C:43]([Cl:48])[CH:42]=1)[CH2:24][N:25]1[CH2:32][C@@H:31]([CH3:33])[CH2:30][O:29][C:28]2[C:34]([C:38]#[N:39])=[CH:35][CH:36]=[CH:37][C:27]=2[C:26]1=[O:40])([OH:3])=[O:20]. The catalyst class is: 21. (6) Reactant: [CH3:1][N:2]1[C:7]([CH3:8])=[CH:6][C:5](=[O:9])[NH:4][C:3]1=[O:10].[C:11]([O:15][C:16]([NH:18][C@H:19]([C:30]([O:32][CH3:33])=[O:31])[CH2:20][C:21]1[CH:26]=[CH:25][C:24](B(O)O)=[CH:23][CH:22]=1)=[O:17])([CH3:14])([CH3:13])[CH3:12].C(N(CC)CC)C. Product: [C:11]([O:15][C:16]([NH:18][C@H:19]([C:30]([O:32][CH3:33])=[O:31])[CH2:20][C:21]1[CH:22]=[CH:23][C:24]([N:4]2[C:5](=[O:9])[CH:6]=[C:7]([CH3:8])[N:2]([CH3:1])[C:3]2=[O:10])=[CH:25][CH:26]=1)=[O:17])([CH3:13])([CH3:14])[CH3:12]. The catalyst class is: 302.